From a dataset of Forward reaction prediction with 1.9M reactions from USPTO patents (1976-2016). Predict the product of the given reaction. The product is: [Cl:1][C:2]1[CH:7]=[CH:6][C:5]([NH:8][C:9]([C:11]2[CH:16]=[CH:15][C:14]([CH2:17][C:18]3[C:26]4[C:21](=[N:22][CH:23]=[CH:24][CH:25]=4)[NH:20][CH:19]=3)=[CH:13][N:12]=2)=[O:10])=[CH:4][CH:3]=1. Given the reactants [Cl:1][C:2]1[CH:7]=[CH:6][C:5]([NH:8][C:9]([C:11]2[CH:16]=[CH:15][C:14]([CH:17](O)[C:18]3[C:26]4[C:21](=[N:22][CH:23]=[CH:24][CH:25]=4)[N:20]([Si](C(C)C)(C(C)C)C(C)C)[CH:19]=3)=[CH:13][N:12]=2)=[O:10])=[CH:4][CH:3]=1.FC(F)(F)C(O)=O.C([SiH](CC)CC)C, predict the reaction product.